Task: Predict the product of the given reaction.. Dataset: Forward reaction prediction with 1.9M reactions from USPTO patents (1976-2016) (1) The product is: [CH2:8]([C:4]1[CH:3]=[C:2]([B:15]([OH:20])[OH:16])[CH:7]=[CH:6][CH:5]=1)[CH3:9]. Given the reactants Br[C:2]1[CH:7]=[CH:6][CH:5]=[C:4]([CH2:8][CH3:9])[CH:3]=1.[Li+].CCC[CH2-].[B:15](OC(C)C)([O:20]C(C)C)[O:16]C(C)C.Cl, predict the reaction product. (2) Given the reactants [CH3:1][O:2][C:3](=[O:12])[C:4]1[CH:9]=[C:8](Cl)[N:7]=[C:6]([Cl:11])[CH:5]=1.C1(P(C2C=CC=CC=2)C2C=CC3C(=CC=CC=3)C=2C2C3C(=CC=CC=3)C=CC=2P(C2C=CC=CC=2)C2C=CC=CC=2)C=CC=CC=1.C(=O)([O-])[O-].[Cs+].[Cs+].[C@@H:65]([NH2:69])([CH2:67][CH3:68])[CH3:66], predict the reaction product. The product is: [CH3:1][O:2][C:3](=[O:12])[C:4]1[CH:5]=[C:6]([Cl:11])[N:7]=[C:8]([NH:69][C@H:65]([CH2:67][CH3:68])[CH3:66])[CH:9]=1. (3) Given the reactants [C:1]1([NH:7][C@H:8]([C:10]([OH:12])=O)[CH3:9])[CH:6]=[CH:5][CH:4]=[CH:3][CH:2]=1.C(N(CC)CC)C.[C:20]1([CH2:26][O:27][C:28]2[CH:33]=[CH:32][C:31]([N:34]=[C:35]=[S:36])=[CH:30][CH:29]=2)[CH:25]=[CH:24][CH:23]=[CH:22][CH:21]=1.C, predict the reaction product. The product is: [CH3:9][CH:8]1[N:7]([C:1]2[CH:2]=[CH:3][CH:4]=[CH:5][CH:6]=2)[C:35](=[S:36])[N:34]([C:31]2[CH:30]=[CH:29][C:28]([O:27][CH2:26][C:20]3[CH:25]=[CH:24][CH:23]=[CH:22][CH:21]=3)=[CH:33][CH:32]=2)[C:10]1=[O:12]. (4) Given the reactants [NH2:1][C@H:2]1[CH2:6][CH2:5][N:4]([C:7]2[CH:12]=[CH:11][C:10]([C:13]3[CH:18]=[CH:17][CH:16]=[CH:15][C:14]=3[S:19]([CH3:22])(=[O:21])=[O:20])=[CH:9][C:8]=2[F:23])[C:3]1=[O:24].N1[CH:30]=[CH:29][CH:28]=[CH:27][CH:26]=1.[CH2:31]([Cl:33])Cl, predict the reaction product. The product is: [Cl:33][C:31]1[CH:26]=[C:27]2[C:2](=[CH:6][CH:5]=1)[CH:3]=[C:30]([S:19]([NH:1][C@H:2]1[CH2:6][CH2:5][N:4]([C:7]3[CH:12]=[CH:11][C:10]([C:13]4[CH:18]=[CH:17][CH:16]=[CH:15][C:14]=4[S:19]([CH3:22])(=[O:20])=[O:21])=[CH:9][C:8]=3[F:23])[C:3]1=[O:24])(=[O:21])=[O:20])[CH:29]=[CH:28]2. (5) Given the reactants [CH3:1][O:2][C:3]1[C:7]([N+:8]([O-:10])=[O:9])=[CH:6][NH:5][N:4]=1.[CH3:11][N:12]1[CH2:16][CH2:15][C@@H:14]([OH:17])[CH2:13]1.N(C(OC(C)(C)C)=O)=NC(OC(C)(C)C)=O, predict the reaction product. The product is: [NH3:4].[CH3:15][CH2:14][O:17][C:3]([CH3:7])=[O:2].[CH3:1][O:2][C:3]1[C:7]([N+:8]([O-:10])=[O:9])=[CH:6][N:5]([C@H:14]2[CH2:15][CH2:16][N:12]([CH3:11])[CH2:13]2)[N:4]=1. (6) Given the reactants [Si]([O:8][CH2:9][C:10]1[N:11]([CH3:46])[C:12]2[CH:13]=[C:14]3[CH2:24][CH2:23][CH2:22][CH2:21][C:20]4[C:25]([OH:45])=[C:26]([C:41]([O:43][CH3:44])=[O:42])[C:27](=[O:40])[N:28]([CH2:29][C:30]5[CH:35]=[CH:34][C:33]([O:36][CH3:37])=[CH:32][C:31]=5[O:38][CH3:39])[C:19]=4[C:15]3=[CH:16][C:17]=2[CH:18]=1)(C(C)(C)C)(C)C.CCCC[N+](CCCC)(CCCC)CCCC.[F-], predict the reaction product. The product is: [CH3:39][O:38][C:31]1[CH:32]=[C:33]([O:36][CH3:37])[CH:34]=[CH:35][C:30]=1[CH2:29][N:28]1[C:19]2[C:15]3=[CH:16][C:17]4[CH:18]=[C:10]([CH2:9][OH:8])[N:11]([CH3:46])[C:12]=4[CH:13]=[C:14]3[CH2:24][CH2:23][CH2:22][CH2:21][C:20]=2[C:25]([OH:45])=[C:26]([C:41]([O:43][CH3:44])=[O:42])[C:27]1=[O:40].